This data is from Full USPTO retrosynthesis dataset with 1.9M reactions from patents (1976-2016). The task is: Predict the reactants needed to synthesize the given product. Given the product [N:1]1[CH:6]=[CH:5][CH:4]=[C:3]([NH:7][C:8]([N:10]2[CH2:13][CH:12]([O:14][C:15]3[CH:20]=[CH:19][C:18]([C:29]4[CH:30]=[CH:31][CH:32]=[C:27]([O:26][CH2:25][CH2:24][O:23][CH3:22])[CH:28]=4)=[CH:17][N:16]=3)[CH2:11]2)=[O:9])[N:2]=1, predict the reactants needed to synthesize it. The reactants are: [N:1]1[CH:6]=[CH:5][CH:4]=[C:3]([NH:7][C:8]([N:10]2[CH2:13][CH:12]([O:14][C:15]3[CH:20]=[CH:19][C:18](I)=[CH:17][N:16]=3)[CH2:11]2)=[O:9])[N:2]=1.[CH3:22][O:23][CH2:24][CH2:25][O:26][C:27]1[CH:28]=[C:29](B2OC(C)(C)C(C)(C)O2)[CH:30]=[CH:31][CH:32]=1.